The task is: Regression/Classification. Given a drug SMILES string, predict its toxicity properties. Task type varies by dataset: regression for continuous values (e.g., LD50, hERG inhibition percentage) or binary classification for toxic/non-toxic outcomes (e.g., AMES mutagenicity, cardiotoxicity, hepatotoxicity). Dataset: ld50_zhu.. This data is from Acute oral toxicity (LD50) regression data from Zhu et al.. (1) The molecule is Cc1cc(N)ccc1S(=O)(=O)NCCO. The rat oral LD50 is 1.41, given as -log10 of the dose in mol/kg body weight (higher means more acutely toxic). (2) The molecule is CCN1C(=O)NC(c2ccccc2)C1=O. The rat oral LD50 is 2.13, given as -log10 of the dose in mol/kg body weight (higher means more acutely toxic). (3) The compound is CC(=Cc1ccccc1)C=C1SC(=S)N(CC(=O)O)C1=O. The rat oral LD50 is 4.78, given as -log10 of the dose in mol/kg body weight (higher means more acutely toxic). (4) The drug is CC(=O)Nc1cccc(N=Nc2ccc(N(C)C)cc2)c1. The rat oral LD50 is 1.68, given as -log10 of the dose in mol/kg body weight (higher means more acutely toxic). (5) The drug is Oc1c(I)cc(I)cc1I. The rat oral LD50 is 2.37, given as -log10 of the dose in mol/kg body weight (higher means more acutely toxic).